Dataset: Aqueous solubility values for 9,982 compounds from the AqSolDB database. Task: Regression/Classification. Given a drug SMILES string, predict its absorption, distribution, metabolism, or excretion properties. Task type varies by dataset: regression for continuous measurements (e.g., permeability, clearance, half-life) or binary classification for categorical outcomes (e.g., BBB penetration, CYP inhibition). For this dataset (solubility_aqsoldb), we predict Y. (1) The compound is O=C(c1ccccc1O)N1CCOCC1. The Y is -1.70 log mol/L. (2) The molecule is CC(C)CCNCc1cccc(C(=O)c2csc(S(N)(=O)=O)c2)c1. The Y is -1.50 log mol/L. (3) The compound is S=c1cnc2cncnc2[nH]1. The Y is -2.71 log mol/L. (4) The molecule is CC(=O)NC(NC(C)=O)c1ccccc1. The Y is -1.31 log mol/L. (5) The drug is Nc1c(Cl)cc([N+](=O)[O-])cc1Cl. The Y is -4.47 log mol/L. (6) The compound is O=C(NC(CO)C(=O)O)c1ccccc1. The Y is -0.910 log mol/L. (7) The compound is Cc1ccc(C(C)C)cc1. The Y is -3.77 log mol/L. (8) The drug is CCC(=O)NCCNC(=O)CC. The Y is 0.375 log mol/L. (9) The compound is N#Cc1cccc(C(=O)O)c1. The Y is -2.63 log mol/L. (10) The drug is CCCCCC(C(=O)O)C(=O)O. The Y is 0.592 log mol/L.